From a dataset of Forward reaction prediction with 1.9M reactions from USPTO patents (1976-2016). Predict the product of the given reaction. (1) Given the reactants [H-].[Na+].[NH:3]1[C:11]2[C:6](=[CH:7][CH:8]=[CH:9][CH:10]=2)[CH:5]=[CH:4]1.Cl[S:13]([C:16]1[CH:17]=[CH:18][C:19]2[O:28][C:27]3[CH2:26][CH2:25][N:24]([C:29]([O:31][C:32]([CH3:35])([CH3:34])[CH3:33])=[O:30])[CH2:23][C:22]=3[C:20]=2[CH:21]=1)(=[O:15])=[O:14], predict the reaction product. The product is: [N:3]1([S:13]([C:16]2[CH:17]=[CH:18][C:19]3[O:28][C:27]4[CH2:26][CH2:25][N:24]([C:29]([O:31][C:32]([CH3:35])([CH3:34])[CH3:33])=[O:30])[CH2:23][C:22]=4[C:20]=3[CH:21]=2)(=[O:15])=[O:14])[C:11]2[C:6](=[CH:7][CH:8]=[CH:9][CH:10]=2)[CH:5]=[CH:4]1. (2) Given the reactants [OH:1][C@@H:2]([CH3:26])[C@@H:3]([N:16]1[CH:20]=[C:19]([C:21]([O:23]CC)=O)[N:18]=[CH:17]1)[CH2:4][S:5][C:6]1[C:15]2[C:10](=[CH:11][CH:12]=[CH:13][CH:14]=2)[CH:9]=[CH:8][CH:7]=1.[OH-].[NH4+:28], predict the reaction product. The product is: [C:6]1([S:5][CH2:4][C@H:3]([N:16]2[CH:20]=[C:19]([C:21]([NH2:28])=[O:23])[N:18]=[CH:17]2)[C@@H:2]([OH:1])[CH3:26])[C:15]2[C:10](=[CH:11][CH:12]=[CH:13][CH:14]=2)[CH:9]=[CH:8][CH:7]=1. (3) The product is: [C:15]1([O:14][C:12]([NH:1][C:2]2[CH:3]=[C:4]([CH:8]=[CH:9][CH:10]=2)[C:5]([OH:7])=[O:6])=[O:13])[CH:20]=[CH:19][CH:18]=[CH:17][CH:16]=1. Given the reactants [NH2:1][C:2]1[CH:3]=[C:4]([CH:8]=[CH:9][CH:10]=1)[C:5]([OH:7])=[O:6].Cl[C:12]([O:14][C:15]1[CH:20]=[CH:19][CH:18]=[CH:17][CH:16]=1)=[O:13].O1CCCC1, predict the reaction product. (4) The product is: [CH2:1]([O:8][C:9]1[CH:10]=[C:11]2[C:15](=[CH:16][CH:17]=1)[N:14]([CH2:18][CH2:19][CH2:20][O:21][C:22]1[C:31]3[C:26](=[CH:27][CH:28]=[CH:29][CH:30]=3)[CH:25]=[CH:24][CH:23]=1)[C:13]([C:32]([O:34][CH2:35][CH3:36])=[O:33])=[C:12]2[C:41]1[CH:42]=[CH:43][CH:44]=[CH:45][C:40]=1[C:39]([F:50])([F:49])[F:38])[C:2]1[CH:7]=[CH:6][CH:5]=[CH:4][CH:3]=1. Given the reactants [CH2:1]([O:8][C:9]1[CH:10]=[C:11]2[C:15](=[CH:16][CH:17]=1)[N:14]([CH2:18][CH2:19][CH2:20][O:21][C:22]1[C:31]3[C:26](=[CH:27][CH:28]=[CH:29][CH:30]=3)[CH:25]=[CH:24][CH:23]=1)[C:13]([C:32]([O:34][CH2:35][CH3:36])=[O:33])=[C:12]2Br)[C:2]1[CH:7]=[CH:6][CH:5]=[CH:4][CH:3]=1.[F:38][C:39]([F:50])([F:49])[C:40]1[CH:45]=[CH:44][CH:43]=[CH:42][C:41]=1B(O)O.[F-].[Cs+], predict the reaction product. (5) Given the reactants [CH3:1][O:2][C:3]1[CH:8]=[C:7]([O:9][CH3:10])[CH:6]=[CH:5][C:4]=1[CH:11]=[CH:12][C:13]1[CH:14]=[C:15]([CH:25]=[C:26]([O:28][C@@H:29]([CH3:33])[CH2:30][O:31][CH3:32])[CH:27]=1)[C:16]([NH:18][C:19]1[CH:24]=[N:23][CH:22]=[CH:21][N:20]=1)=[O:17].[H][H], predict the reaction product. The product is: [CH3:1][O:2][C:3]1[CH:8]=[C:7]([O:9][CH3:10])[CH:6]=[CH:5][C:4]=1[CH2:11][CH2:12][C:13]1[CH:14]=[C:15]([CH:25]=[C:26]([O:28][C@@H:29]([CH3:33])[CH2:30][O:31][CH3:32])[CH:27]=1)[C:16]([NH:18][C:19]1[CH:24]=[N:23][CH:22]=[CH:21][N:20]=1)=[O:17]. (6) Given the reactants [OH:1][C:2](C(F)(F)F)=O.[CH3:8][O:9][C:10](=[O:30])[CH:11]([CH3:29])[CH2:12][CH:13]([NH2:28])[C:14](=[O:27])[NH:15][C:16]([CH3:26])([CH3:25])[CH2:17][C:18]1[CH:23]=[CH:22][C:21]([F:24])=[CH:20][CH:19]=1.[C:31]1([N:37]2[CH2:42][CH2:41][NH:40][CH2:39][CH2:38]2)[CH:36]=[CH:35][CH:34]=[CH:33][CH:32]=1, predict the reaction product. The product is: [CH3:8][O:9][C:10](=[O:30])[C@@H:11]([CH3:29])[CH2:12][C@@H:13]([C:14](=[O:27])[NH:15][C:16]([CH3:25])([CH3:26])[CH2:17][C:18]1[CH:19]=[CH:20][C:21]([F:24])=[CH:22][CH:23]=1)[NH:28][C:2]([N:40]1[CH2:41][CH2:42][N:37]([C:31]2[CH:36]=[CH:35][CH:34]=[CH:33][CH:32]=2)[CH2:38][CH2:39]1)=[O:1]. (7) Given the reactants [N:1]([CH2:4][C:5]1[N:6]=[C:7]([C:25]2[CH:30]=[CH:29][C:28]([C:31]([F:34])([F:33])[F:32])=[CH:27][CH:26]=2)[S:8][C:9]=1[CH2:10][O:11][C:12]1[CH:17]=[CH:16][C:15]([C:18]2[NH:22][C:21](=[O:23])[O:20][N:19]=2)=[C:14]([F:24])[CH:13]=1)=[N+]=[N-].C1(P(C2C=CC=CC=2)C2C=CC=CC=2)C=CC=CC=1, predict the reaction product. The product is: [NH2:1][CH2:4][C:5]1[N:6]=[C:7]([C:25]2[CH:30]=[CH:29][C:28]([C:31]([F:32])([F:34])[F:33])=[CH:27][CH:26]=2)[S:8][C:9]=1[CH2:10][O:11][C:12]1[CH:17]=[CH:16][C:15]([C:18]2[NH:22][C:21](=[O:23])[O:20][N:19]=2)=[C:14]([F:24])[CH:13]=1. (8) Given the reactants C(OC(=O)C)(=O)C.[O:8]=[C:9]1[C:17]2[C:12](=[CH:13][CH:14]=[CH:15][CH:16]=2)[C:11](=[O:18])[N:10]1[CH2:19][C:20]1[CH:25]=[CH:24][C:23](OC(=S)C)=[CH:22][CH:21]=1.[S:30](Cl)(Cl)(=[O:32])=O.[CH3:35][NH2:36].[Cl-].[Na+], predict the reaction product. The product is: [CH3:35][NH:36][S:30]([C:23]1[CH:24]=[CH:25][C:20]([CH2:19][N:10]2[C:9](=[O:8])[C:17]3[C:12](=[CH:13][CH:14]=[CH:15][CH:16]=3)[C:11]2=[O:18])=[CH:21][CH:22]=1)=[O:32]. (9) Given the reactants [S:1]1[CH2:6][CH2:5][CH2:4][S:3][CH2:2]1.[Li]CCCC.[Li+].C[Si]([N-:17][Si](C)(C)C)(C)C.[CH2:22]([O:29][C:30]1[CH:37]=[CH:36][CH:35]=[CH:34][C:31]=1[CH:32]=O)[C:23]1[CH:28]=[CH:27][CH:26]=[CH:25][CH:24]=1.S1CCCCS1, predict the reaction product. The product is: [CH2:22]([O:29][C:30]1[CH:37]=[CH:36][CH:35]=[CH:34][C:31]=1[CH:32]([CH:2]1[S:3][CH2:4][CH2:5][CH2:6][S:1]1)[NH2:17])[C:23]1[CH:28]=[CH:27][CH:26]=[CH:25][CH:24]=1.